Dataset: Forward reaction prediction with 1.9M reactions from USPTO patents (1976-2016). Task: Predict the product of the given reaction. (1) Given the reactants [ClH:1].[CH2:2]([N:9]1[CH2:12][C:11]2([CH2:16][CH2:15][CH2:14][N:13]2C(OC(C)(C)C)=O)[CH2:10]1)[C:3]1[CH:8]=[CH:7][CH:6]=[CH:5][CH:4]=1, predict the reaction product. The product is: [ClH:1].[ClH:1].[CH2:2]([N:9]1[CH2:12][C:11]2([CH2:16][CH2:15][CH2:14][NH:13]2)[CH2:10]1)[C:3]1[CH:4]=[CH:5][CH:6]=[CH:7][CH:8]=1. (2) Given the reactants [Cl:1][C:2]1[CH:22]=[CH:21][C:5]2[N:6]([CH2:17][CH2:18][CH:19]=[O:20])[C:7](=[O:16])[CH:8]([C:10]3[CH:15]=[CH:14][CH:13]=[CH:12][CH:11]=3)[O:9][C:4]=2[CH:3]=1.CC(=CC)C.P([O-])(O)(O)=[O:29].[Na+].Cl([O-])=O.[Na+], predict the reaction product. The product is: [Cl:1][C:2]1[CH:22]=[CH:21][C:5]2[N:6]([CH2:17][CH2:18][C:19]([OH:29])=[O:20])[C:7](=[O:16])[CH:8]([C:10]3[CH:11]=[CH:12][CH:13]=[CH:14][CH:15]=3)[O:9][C:4]=2[CH:3]=1. (3) Given the reactants [H-].[Na+].[O:3]=[C:4]1[CH2:9][CH2:8][N:7]([C:10]([O:12][C:13]([CH3:16])([CH3:15])[CH3:14])=[O:11])[CH2:6][CH2:5]1.Cl[C:18]1[S:19][CH:20]=[CH:21][N:22]=1, predict the reaction product. The product is: [O:3]=[C:4]1[CH2:5][CH2:6][N:7]([C:10]([O:12][C:13]([CH3:16])([CH3:15])[CH3:14])=[O:11])[CH2:8][CH:9]1[C:18]1[S:19][CH:20]=[CH:21][N:22]=1. (4) Given the reactants [NH:1]1[CH:5]=[CH:4][CH:3]=[N:2]1.[C:6]1(=[O:11])[CH2:10][CH2:9][CH:8]=[CH:7]1.O, predict the reaction product. The product is: [N:1]1([CH:8]2[CH2:9][CH2:10][C:6](=[O:11])[CH2:7]2)[CH:5]=[CH:4][CH:3]=[N:2]1.